Dataset: Forward reaction prediction with 1.9M reactions from USPTO patents (1976-2016). Task: Predict the product of the given reaction. Given the reactants Cl.[NH2:2][C@H:3]1[CH2:9][CH2:8][CH2:7][CH2:6][N:5]([CH:10]([CH3:12])[CH3:11])[C:4]1=[O:13].Br[C:15]1[CH:19]=[C:18]([C:20]#[C:21][C:22]([CH3:25])([CH3:24])[CH3:23])[S:17][C:16]=1[C:26]([O:28][CH3:29])=[O:27], predict the reaction product. The product is: [CH3:23][C:22]([CH3:25])([CH3:24])[C:21]#[C:20][C:18]1[S:17][C:16]([C:26]([O:28][CH3:29])=[O:27])=[C:15]([NH:2][C@H:3]2[CH2:9][CH2:8][CH2:7][CH2:6][N:5]([CH:10]([CH3:11])[CH3:12])[C:4]2=[O:13])[CH:19]=1.